Predict which catalyst facilitates the given reaction. From a dataset of Catalyst prediction with 721,799 reactions and 888 catalyst types from USPTO. (1) Product: [CH2:9]([O:11][C:12]1[NH:1][C:2]2=[N:3][CH:4]=[CH:5][CH:6]=[C:7]2[N:8]=1)[CH3:10]. Reactant: [NH2:1][C:2]1[C:7]([NH2:8])=[CH:6][CH:5]=[CH:4][N:3]=1.[CH2:9]([O:11][C:12](OCC)(OCC)OCC)[CH3:10]. The catalyst class is: 13. (2) Reactant: [O:1]=[C:2]1[C:7]2[NH:8][C:9]3[CH:10]=[CH:11][CH:12]=[CH:13][C:14]=3[C:6]=2[N:5]=[C:4]([S:15][CH2:16][C:17]([OH:19])=O)[N:3]1[C:20]1[CH:25]=[CH:24][CH:23]=[CH:22][CH:21]=1.[NH2:26][CH:27]1[CH2:32][CH2:31][NH:30][CH2:29][CH2:28]1.CN(C(ON1N=NC2C=CC=NC1=2)=[N+](C)C)C.F[P-](F)(F)(F)(F)F. Product: [O:1]=[C:2]1[C:7]2[NH:8][C:9]3[CH:10]=[CH:11][CH:12]=[CH:13][C:14]=3[C:6]=2[N:5]=[C:4]([S:15][CH2:16][C:17]([NH:26][CH:27]2[CH2:32][CH2:31][NH:30][CH2:29][CH2:28]2)=[O:19])[N:3]1[C:20]1[CH:21]=[CH:22][CH:23]=[CH:24][CH:25]=1. The catalyst class is: 66. (3) The catalyst class is: 83. Product: [Cl:1][C:2]1[CH:7]=[CH:6][CH:5]=[CH:4][C:3]=1[C:8]1[CH:9]=[N:10][C:11]2[N:12]([N:21]=[C:22]([O:42][CH3:40])[C:23]=2[C:24](=[O:31])[NH:25][CH:26]2[CH2:30][CH2:29][CH2:28][CH2:27]2)[C:13]=1[C:14]1[CH:19]=[CH:18][C:17]([Cl:20])=[CH:16][CH:15]=1. Reactant: [Cl:1][C:2]1[CH:7]=[CH:6][CH:5]=[CH:4][C:3]=1[C:8]1[CH:9]=[N:10][C:11]2[N:12]([N:21]=[C:22](S(C)(=O)=O)[C:23]=2[C:24](=[O:31])[NH:25][CH:26]2[CH2:30][CH2:29][CH2:28][CH2:27]2)[C:13]=1[C:14]1[CH:19]=[CH:18][C:17]([Cl:20])=[CH:16][CH:15]=1.C[O-].[Na+].O.[C:40](OCC)(=[O:42])C.